From a dataset of Forward reaction prediction with 1.9M reactions from USPTO patents (1976-2016). Predict the product of the given reaction. (1) Given the reactants I[C:2]1[N:3]=[C:4]([C@@H:7]2[CH2:11][C@H:10]([CH3:12])[CH2:9][N:8]2[C:13]([C@@H:15]([NH:19][C:20](=[O:23])[O:21][CH3:22])[CH:16]([CH3:18])[CH3:17])=[O:14])[NH:5][CH:6]=1.I[C:25]1[CH:50]=[CH:49][C:28]2[NH:29][C:30]([C@@H:32]3[CH2:36][C@H:35]([CH3:37])[CH2:34][N:33]3[C:38]([C@@H:40]([NH:44][C:45](=[O:48])[O:46][CH3:47])[CH:41]([CH3:43])[CH3:42])=[O:39])=[N:31][C:27]=2[CH:26]=1.CC1(C)C(C)(C)OB([C:59]2[S:63][C:62]3[CH:64]=[C:65](B4OC(C)(C)C(C)(C)O4)[S:66][C:61]=3[CH:60]=2)O1.C([O-])([O-])=O.[K+].[K+].C1(P(C2CCCCC2)C2C=CC=CC=2C2C(OC)=C(S(O[Na])(=O)=O)C=CC=2OC)CCCCC1, predict the reaction product. The product is: [CH3:47][O:46][C:45]([NH:44][C@@H:40]([CH:41]([CH3:43])[CH3:42])[C:38]([N:33]1[CH2:34][C@@H:35]([CH3:37])[CH2:36][C@H:32]1[C:30]1[NH:29][C:28]2[CH:49]=[CH:50][C:25]([C:65]3[S:66][C:61]4[CH:60]=[C:59]([C:2]5[N:3]=[C:4]([C@@H:7]6[CH2:11][C@H:10]([CH3:12])[CH2:9][N:8]6[C:13]([C@@H:15]([NH:19][C:20](=[O:23])[O:21][CH3:22])[CH:16]([CH3:18])[CH3:17])=[O:14])[NH:5][CH:6]=5)[S:63][C:62]=4[CH:64]=3)=[CH:26][C:27]=2[N:31]=1)=[O:39])=[O:48]. (2) Given the reactants CO[C:3](=[O:12])[C:4]1[CH:9]=[CH:8][CH:7]=[CH:6][C:5]=1[CH2:10]Br.[F:13][C:14]([F:26])([F:25])[C:15]1[CH:20]=[CH:19][C:18]([CH2:21][CH2:22][CH2:23][NH2:24])=[CH:17][CH:16]=1.C([O-])([O-])=O.[K+].[K+].C(OCC)(=O)C, predict the reaction product. The product is: [F:13][C:14]([F:25])([F:26])[C:15]1[CH:16]=[CH:17][C:18]([CH2:21][CH2:22][CH2:23][N:24]2[CH2:10][C:5]3[C:4](=[CH:9][CH:8]=[CH:7][CH:6]=3)[C:3]2=[O:12])=[CH:19][CH:20]=1. (3) Given the reactants [OH:1][C:2]1[CH:11]=[C:10]2[C:5]([CH:6]=[CH:7][CH:8]=[N:9]2)=[CH:4][CH:3]=1.C1([N:18](C)N)C=CC=CC=1, predict the reaction product. The product is: [OH:1][C:2]1[C:11]([NH2:18])=[C:10]2[C:5]([CH:6]=[CH:7][CH:8]=[N:9]2)=[CH:4][CH:3]=1. (4) Given the reactants [C:1]([OH:8])(=[O:7])/[CH:2]=[CH:3]/[C:4]([OH:6])=[O:5].[NH2:9][C@@H:10]1[CH2:15][CH2:14][CH2:13][N:12]([C:16]2[C:21]([Br:22])=[CH:20][N:19]=[C:18]3[NH:23][CH:24]=[C:25]([NH:26][C:27]([CH:29]4[CH2:31][CH2:30]4)=[O:28])[C:17]=23)[CH2:11]1, predict the reaction product. The product is: [OH2:5].[C:1]([OH:8])(=[O:7])/[CH:2]=[CH:3]/[C:4]([OH:6])=[O:5].[NH2:9][C@@H:10]1[CH2:15][CH2:14][CH2:13][N:12]([C:16]2[C:21]([Br:22])=[CH:20][N:19]=[C:18]3[NH:23][CH:24]=[C:25]([NH:26][C:27]([CH:29]4[CH2:30][CH2:31]4)=[O:28])[C:17]=23)[CH2:11]1. (5) Given the reactants [OH:1][C:2]1[C:3]([CH3:23])=[C:4]2[C:9](=[C:10]([CH3:13])[C:11]=1[CH3:12])[O:8][C:7]([C:15]([N:17]1[CH2:22][CH2:21][CH2:20][CH2:19][CH2:18]1)=[O:16])([CH3:14])[CH2:6][CH2:5]2.CC([O:28]C)(C)C, predict the reaction product. The product is: [OH:28][C:7]([CH3:14])([C:15](=[O:16])[N:17]1[CH2:22][CH2:21][CH2:20][CH2:19][CH2:18]1)[CH2:6][CH2:5][C:4]1[C:9](=[O:8])[C:10]([CH3:13])=[C:11]([CH3:12])[C:2](=[O:1])[C:3]=1[CH3:23]. (6) Given the reactants [CH3:1][C:2]1[S:11][C:5]2[CH2:6][NH:7][CH2:8][CH:9]([OH:10])[C:4]=2[CH:3]=1.[Cl:12][C:13]1[CH:14]=[C:15](F)[CH:16]=[CH:17][C:18]=1[Cl:19], predict the reaction product. The product is: [ClH:12].[Cl:12][C:13]1[CH:14]=[C:15]([O:10][CH:9]2[CH2:8][NH:7][CH2:6][C:5]3[S:11][C:2]([CH3:1])=[CH:3][C:4]2=3)[CH:16]=[CH:17][C:18]=1[Cl:19].